From a dataset of Full USPTO retrosynthesis dataset with 1.9M reactions from patents (1976-2016). Predict the reactants needed to synthesize the given product. (1) Given the product [CH:32]([NH:35][C:29]([C:10]1[N:11]([CH3:28])[C:12]([CH2:16][NH:17][S:18]([C:21]2[CH:26]=[CH:25][CH:24]=[CH:23][C:22]=2[Cl:27])(=[O:19])=[O:20])=[CH:13][C:14](=[O:15])[C:9]=1[O:8][CH2:1][C:2]1[CH:3]=[CH:4][CH:5]=[CH:6][CH:7]=1)=[O:30])([CH3:34])[CH3:33], predict the reactants needed to synthesize it. The reactants are: [CH2:1]([O:8][C:9]1[C:14](=[O:15])[CH:13]=[C:12]([CH2:16][NH:17][S:18]([C:21]2[CH:26]=[CH:25][CH:24]=[CH:23][C:22]=2[Cl:27])(=[O:20])=[O:19])[N:11]([CH3:28])[C:10]=1[C:29](O)=[O:30])[C:2]1[CH:7]=[CH:6][CH:5]=[CH:4][CH:3]=1.[CH:32]([NH:35]C(C1N(C)C(CNS(C2C=CC=CC=2)(=O)=O)=CC(=O)C=1OCC1C=CC=CC=1)=O)([CH3:34])[CH3:33]. (2) Given the product [O:13]=[S:8]1(=[O:14])[CH2:9][CH2:10][CH2:11][CH2:12][C@:7]1([CH2:15][C:16]([OH:18])=[O:17])[C:5]1[S:6][C:2](/[CH:25]=[CH:24]/[C:23]2[CH:26]=[CH:27][C:20]([Cl:19])=[CH:21][CH:22]=2)=[CH:3][CH:4]=1, predict the reactants needed to synthesize it. The reactants are: Br[C:2]1[S:6][C:5]([C@@:7]2([CH2:15][C:16]([OH:18])=[O:17])[CH2:12][CH2:11][CH2:10][CH2:9][S:8]2(=[O:14])=[O:13])=[CH:4][CH:3]=1.[Cl:19][C:20]1[CH:27]=[CH:26][C:23]([CH:24]=[CH2:25])=[CH:22][CH:21]=1.Cl.